This data is from Reaction yield outcomes from USPTO patents with 853,638 reactions. The task is: Predict the reaction yield, written as a fraction of the theoretical maximum amount of product (1.0 means a 100% yield; for example, 0.34 means a 34% yield). (1) The reactants are [C:1]([S@@:5](/[N:7]=[CH:8]/[C:9]1[O:13][N:12]=[C:11]([CH3:14])[C:10]=1[C:15]1[CH:23]=[CH:22][C:21]([Cl:24])=[CH:20][C:16]=1[C:17]([O-:19])=[O:18])=[O:6])([CH3:4])([CH3:3])[CH3:2].[Cl-].[C:26]([O:30][C:31](=[O:34])[CH2:32][Zn+])([CH3:29])([CH3:28])[CH3:27].Cl.[CH3:36]COC(C)=O. The catalyst is CN1C(=O)CCC1. The product is [C:26]([O:30][C:31](=[O:34])[CH2:32][C@@H:8]([C:9]1[O:13][N:12]=[C:11]([CH3:14])[C:10]=1[C:15]1[CH:23]=[CH:22][C:21]([Cl:24])=[CH:20][C:16]=1[C:17]([O:19][CH3:36])=[O:18])[NH:7][S@:5]([C:1]([CH3:4])([CH3:2])[CH3:3])=[O:6])([CH3:29])([CH3:28])[CH3:27]. The yield is 0.558. (2) The reactants are [Cl:1][C:2]1[N:7]=[C:6](Cl)[C:5]([N+:9]([O-:11])=[O:10])=[CH:4][N:3]=1.[S-:12][C:13]#[N:14].[K+]. The catalyst is CC(O)=O.O. The product is [Cl:1][C:2]1[N:7]=[C:6]([S:12][C:13]#[N:14])[C:5]([N+:9]([O-:11])=[O:10])=[CH:4][N:3]=1. The yield is 0.710. (3) The reactants are [C:1]([C:3]1[CH:8]=[CH:7][C:6]([C:9](=[O:24])[CH:10]([C:16]2[CH:21]=[CH:20][C:19]([O:22][CH3:23])=[CH:18][CH:17]=2)C(OCC)=O)=[C:5]([CH3:25])[CH:4]=1)#[N:2]. The catalyst is CS(C)=O.[Cl-].[Na+].O. The product is [CH3:23][O:22][C:19]1[CH:18]=[CH:17][C:16]([CH2:10][C:9]([C:6]2[CH:7]=[CH:8][C:3]([C:1]#[N:2])=[CH:4][C:5]=2[CH3:25])=[O:24])=[CH:21][CH:20]=1. The yield is 0.604. (4) The product is [C:8]([C:6]1[CH:5]=[CH:4][C:3]([C:14]2[C:18]([C:19]3[CH:24]=[CH:23][N:22]=[CH:21][CH:20]=3)=[CH:17][N:16]([CH3:25])[N:15]=2)=[C:2]([F:1])[CH:7]=1)#[CH:9]. The reactants are [F:1][C:2]1[CH:7]=[C:6]([C:8]#[C:9][Si](C)(C)C)[CH:5]=[CH:4][C:3]=1[C:14]1[C:18]([C:19]2[CH:24]=[CH:23][N:22]=[CH:21][CH:20]=2)=[CH:17][N:16]([CH3:25])[N:15]=1.O. The yield is 0.990. The catalyst is CCCC[N+](CCCC)(CCCC)CCCC.[F-]. (5) The reactants are [CH2:1]([C:3]1[CH:4]=[C:5]([C:9]2[C:14]([F:15])=[CH:13][CH:12]=[CH:11][C:10]=2[C:16]([OH:31])([C@@H:25]2[CH2:30][CH2:29][CH2:28][NH:27][CH2:26]2)[CH2:17][CH2:18][CH2:19][NH:20][C:21](=[O:24])[O:22][CH3:23])[CH:6]=[CH:7][CH:8]=1)[CH3:2].[N+:32]([C:35]1[CH:40]=[CH:39][CH:38]=[CH:37][C:36]=1[S:41]([N:44]1[CH2:49][CH2:48][O:47][CH:46]([CH2:50][C:51]([O-])=[O:52])[CH2:45]1)(=[O:43])=[O:42])([O-:34])=[O:33].[Li+].C(N(C(C)C)C(C)C)C.CN(C(ON1N=NC2C=CC=CC1=2)=[N+](C)C)C.F[P-](F)(F)(F)(F)F. The catalyst is CN(C=O)C. The product is [CH2:1]([C:3]1[CH:4]=[C:5]([C:9]2[C:14]([F:15])=[CH:13][CH:12]=[CH:11][C:10]=2[C:16]([OH:31])([C@@H:25]2[CH2:30][CH2:29][CH2:28][N:27]([C:51](=[O:52])[CH2:50][CH:46]3[O:47][CH2:48][CH2:49][N:44]([S:41]([C:36]4[CH:37]=[CH:38][CH:39]=[CH:40][C:35]=4[N+:32]([O-:34])=[O:33])(=[O:42])=[O:43])[CH2:45]3)[CH2:26]2)[CH2:17][CH2:18][CH2:19][NH:20][C:21](=[O:24])[O:22][CH3:23])[CH:6]=[CH:7][CH:8]=1)[CH3:2]. The yield is 0.340. (6) The reactants are [Cl:1][C:2]1[CH:7]=[C:6]([Cl:8])[CH:5]=[CH:4][C:3]=1[OH:9].F[C:11]1[CH:16]=[CH:15][C:14]([F:17])=[CH:13][C:12]=1[N+:18]([O-:20])=[O:19].[Cl:21][C:22]1[CH:36]=[C:35]([Cl:37])[CH:34]=[CH:33][C:23]=1[O:24][C:25]1[CH:31]=[CH:30][C:29]([F:32])=[CH:28][C:26]=1[NH2:27].[NH2:38][C:39]1[S:40][CH:41]=[CH:42][N:43]=1. The yield is 0.780. No catalyst specified. The product is [Cl:1][C:2]1[CH:7]=[C:6]([Cl:8])[CH:5]=[CH:4][C:3]=1[O:9][C:11]1[CH:16]=[CH:15][C:14]([F:17])=[CH:13][C:12]=1[N+:18]([O-:20])=[O:19].[Cl:21][C:22]1[CH:36]=[C:35]([Cl:37])[CH:34]=[CH:33][C:23]=1[O:24][C:25]1[CH:31]=[CH:30][C:29]([F:32])=[CH:28][C:26]=1[NH:27][C:3]([NH:38][C:39]1[S:40][CH:41]=[CH:42][N:43]=1)=[O:9]. (7) The yield is 0.678. The reactants are [Cl:1][C:2]1[N:3]=[C:4](Cl)[C:5]2[CH2:11][O:10][CH2:9][CH:8]([C:12]3[CH:17]=[CH:16][C:15]([Cl:18])=[CH:14][CH:13]=3)[C:6]=2[N:7]=1.Cl.[F:21][C:22]1([F:26])[CH2:25][NH:24][CH2:23]1. The product is [Cl:1][C:2]1[N:3]=[C:4]([N:24]2[CH2:25][C:22]([F:26])([F:21])[CH2:23]2)[C:5]2[CH2:11][O:10][CH2:9][CH:8]([C:12]3[CH:17]=[CH:16][C:15]([Cl:18])=[CH:14][CH:13]=3)[C:6]=2[N:7]=1. No catalyst specified. (8) The reactants are B1([C:7]2[CH:12]=[CH:11][CH:10]=[N:9][CH:8]=2)OCCCO1.[Cl:13][C:14]1[CH:15]=[C:16]([C:23]2[CH:27]=[CH:26][N:25]([CH2:28][C@@H:29]([NH:31][C:32]([C:34]3[N:35]=[CH:36][NH:37][CH:38]=3)=[O:33])[CH3:30])[N:24]=2)[CH:17]=[C:18]([F:22])[C:19]=1[C:20]#[N:21].N1C=CC=CC=1. The catalyst is C([O-])(=O)C.[Cu+2].C([O-])(=O)C.C(Cl)Cl. The product is [Cl:13][C:14]1[CH:15]=[C:16]([C:23]2[CH:27]=[CH:26][N:25]([CH2:28][C@@H:29]([NH:31][C:32]([C:34]3[N:35]=[CH:36][N:37]([C:7]4[CH:8]=[N:9][CH:10]=[CH:11][CH:12]=4)[CH:38]=3)=[O:33])[CH3:30])[N:24]=2)[CH:17]=[C:18]([F:22])[C:19]=1[C:20]#[N:21]. The yield is 0.166. (9) The reactants are [CH3:1][S:2][CH2:3][NH:4][C:5]1[CH:10]=[CH:9][CH:8]=[C:7]([C:11]2[CH:12]=[N:13][C:14]([N:17]3[CH2:21][CH2:20][CH2:19][C@H:18]3[C:22]([F:25])([F:24])[F:23])=[N:15][CH:16]=2)[N:6]=1.C1CCC(N=C=NC2CCCCC2)CC1.[N:41]1([C:52](=[O:53])[C:51]2[N:50]([CH2:54][C:55](O)=[O:56])[CH:49]=[N:48][C:47]=2[N:45]([CH3:46])[C:43]1=[O:44])[CH3:42]. The catalyst is N1C=CC=CC=1.C(Cl)Cl. The product is [CH3:42][N:41]1[C:52](=[O:53])[C:51]2[N:50]([CH2:54][C:55]([N:4]([CH2:3][S:2][CH3:1])[C:5]3[CH:10]=[CH:9][CH:8]=[C:7]([C:11]4[CH:16]=[N:15][C:14]([N:17]5[CH2:21][CH2:20][CH2:19][C@H:18]5[C:22]([F:25])([F:23])[F:24])=[N:13][CH:12]=4)[N:6]=3)=[O:56])[CH:49]=[N:48][C:47]=2[N:45]([CH3:46])[C:43]1=[O:44]. The yield is 0.680.